From a dataset of Full USPTO retrosynthesis dataset with 1.9M reactions from patents (1976-2016). Predict the reactants needed to synthesize the given product. (1) Given the product [CH3:1][O:2][C:3]1[CH:4]=[C:5]2[C:10](=[CH:11][C:12]=1[O:13][CH3:14])[N:9]=[CH:8][CH:7]=[C:6]2[O:15][C:16]1[C:22]([CH3:23])=[CH:21][C:19]([NH:20][C:29](=[O:35])[O:28][CH2:26][CH2:40][CH2:39][CH:38]=[CH2:37])=[C:18]([CH3:24])[CH:17]=1, predict the reactants needed to synthesize it. The reactants are: [CH3:1][O:2][C:3]1[CH:4]=[C:5]2[C:10](=[CH:11][C:12]=1[O:13][CH3:14])[N:9]=[CH:8][CH:7]=[C:6]2[O:15][C:16]1[C:22]([CH3:23])=[CH:21][C:19]([NH2:20])=[C:18]([CH3:24])[CH:17]=1.Cl[C:26](Cl)([O:28][C:29](=[O:35])OC(Cl)(Cl)Cl)Cl.[CH2:37](O)[CH2:38][CH2:39][CH:40]=C.C(=O)(O)[O-].[Na+]. (2) Given the product [Cl:21][C:22]1[CH:23]=[C:24]([C:2]2[CH:15]=[C:14]3[C:5]([O:6][CH:7]4[CH:12]([C:13]53[CH2:19][O:18][C:17]([NH2:20])=[N:16]5)[CH2:11][CH2:10][CH2:9][CH2:8]4)=[CH:4][CH:3]=2)[CH:25]=[N:26][CH:27]=1, predict the reactants needed to synthesize it. The reactants are: Br[C:2]1[CH:15]=[C:14]2[C:5]([O:6][CH:7]3[CH:12]([C:13]42[CH2:19][O:18][C:17]([NH2:20])=[N:16]4)[CH2:11][CH2:10][CH2:9][CH2:8]3)=[CH:4][CH:3]=1.[Cl:21][C:22]1[CH:23]=[C:24](B(O)O)[CH:25]=[N:26][CH:27]=1.C(=O)([O-])[O-].[K+].[K+]. (3) Given the product [BrH:1].[CH3:22][C:19]1([CH3:23])[O:18][C@H:17]([CH2:16][N:15]2[C:6]3[C:5]4[CH:4]=[CH:3][CH:2]=[CH:11][C:10]=4[N:9]=[C:8]([NH2:12])[C:7]=3[N:13]=[C:14]2[CH2:24][O:25][CH2:26][CH3:27])[CH2:21][O:20]1, predict the reactants needed to synthesize it. The reactants are: [Br:1][C:2]1[CH:3]=[CH:4][C:5]2[C:6]3[N:15]([CH2:16][C@@H:17]4[CH2:21][O:20][C:19]([CH3:23])([CH3:22])[O:18]4)[C:14]([CH2:24][O:25][CH2:26][CH3:27])=[N:13][C:7]=3[C:8]([NH2:12])=[N:9][C:10]=2[CH:11]=1. (4) Given the product [Cl:1][C:2]1[CH:3]=[C:4]([NH:9][C:10]([N:12]2[CH2:17][CH2:16][N:15]([CH2:18][CH:19]3[CH2:24][CH2:23][CH2:22][N:21]([CH3:25])[CH2:20]3)[CH2:14][CH2:13]2)=[NH:28])[CH:5]=[CH:6][C:7]=1[Cl:8], predict the reactants needed to synthesize it. The reactants are: [Cl:1][C:2]1[CH:3]=[C:4]([NH:9][C:10]([N:12]2[CH2:17][CH2:16][N:15]([CH2:18][CH:19]3[CH2:24][CH2:23][CH2:22][N:21]([CH3:25])[CH2:20]3)[CH2:14][CH2:13]2)=S)[CH:5]=[CH:6][C:7]=1[Cl:8].CO.[NH3:28]. (5) Given the product [NH2:1][C:2]1[C:3]2[CH:18]=[C:17]([CH2:19][CH2:20][C:21]3[CH:26]=[CH:25][CH:24]=[CH:23][N:22]=3)[S:16][C:4]=2[N:5]=[C:6]([C:8]2[CH:9]=[C:10]([CH:13]=[CH:14][CH:15]=2)[C:11]#[N:12])[N:7]=1, predict the reactants needed to synthesize it. The reactants are: [NH2:1][C:2]1[C:3]2[CH:18]=[C:17]([C:19]#[C:20][C:21]3[CH:26]=[CH:25][CH:24]=[CH:23][N:22]=3)[S:16][C:4]=2[N:5]=[C:6]([C:8]2[CH:9]=[C:10]([CH:13]=[CH:14][CH:15]=2)[C:11]#[N:12])[N:7]=1. (6) The reactants are: [OH:1][CH2:2][CH2:3][O:4][C:5]1[CH:18]=[CH:17][C:8]([C:9]([C:11]2[CH:16]=[CH:15][CH:14]=[CH:13][CH:12]=2)=O)=[CH:7][CH:6]=1.[ClH:19]. Given the product [CH:5]1[CH:6]=[CH:7][C:8](/[C:9](/[CH2:11][CH2:12][Cl:19])=[C:9](\[C:8]2[CH:7]=[CH:6][C:5]([O:4][CH2:3][CH2:2][OH:1])=[CH:18][CH:17]=2)/[C:11]2[CH:16]=[CH:15][CH:14]=[CH:13][CH:12]=2)=[CH:17][CH:18]=1, predict the reactants needed to synthesize it.